From a dataset of Forward reaction prediction with 1.9M reactions from USPTO patents (1976-2016). Predict the product of the given reaction. Given the reactants C1([NH:4][S:5]([NH2:8])(=[O:7])=[O:6])CC1.[CH:9]1[N:13]=[C:12]([NH2:14])[S:11][CH:10]=1, predict the reaction product. The product is: [S:11]1[CH:10]=[CH:9][N:13]=[C:12]1[NH:14][NH:4][S:5]([NH2:8])(=[O:6])=[O:7].